From a dataset of Full USPTO retrosynthesis dataset with 1.9M reactions from patents (1976-2016). Predict the reactants needed to synthesize the given product. (1) Given the product [Cl:13][C:14]1[CH:39]=[CH:38][C:17]([CH:18]=[C:42]([C:44]2[CH:49]=[CH:48][C:47]([Cl:50])=[CH:46][CH:45]=2)[CH3:41])=[CH:16][C:15]=1[F:40], predict the reactants needed to synthesize it. The reactants are: C([Li])CCC.CCCCCC.[Br-].[Cl:13][C:14]1[CH:39]=[CH:38][C:17]([CH2:18][P+](C2C=CC=CC=2)(C2C=CC=CC=2)C2C=CC=CC=2)=[CH:16][C:15]=1[F:40].[CH3:41][C:42]([C:44]1[CH:49]=[CH:48][C:47]([Cl:50])=[CH:46][CH:45]=1)=O.[Cl-].[NH4+]. (2) Given the product [F:33][C:2]([F:1])([F:32])[C:3]1[CH:31]=[CH:30][C:6]([CH2:7][N:8]2[C@@H:13]([C:14]([NH:16][C:17]3([C:20]4[CH:29]=[CH:28][C:23]([C:24]([OH:26])=[O:25])=[CH:22][CH:21]=4)[CH2:18][CH2:19]3)=[O:15])[CH2:12][CH:11]3[CH:9]2[CH2:10]3)=[CH:5][CH:4]=1, predict the reactants needed to synthesize it. The reactants are: [F:1][C:2]([F:33])([F:32])[C:3]1[CH:31]=[CH:30][C:6]([CH2:7][N:8]2[C@@H:13]([C:14]([NH:16][C:17]3([C:20]4[CH:29]=[CH:28][C:23]([C:24]([O:26]C)=[O:25])=[CH:22][CH:21]=4)[CH2:19][CH2:18]3)=[O:15])[CH2:12][CH:11]3[CH:9]2[CH2:10]3)=[CH:5][CH:4]=1.O[Li].O. (3) Given the product [Br:16][CH2:1][C:2]1[CH:11]=[CH:10][C:9]2[C:4](=[CH:5][CH:6]=[CH:7][C:8]=2[C:12]([F:13])([F:15])[F:14])[N:3]=1, predict the reactants needed to synthesize it. The reactants are: [CH3:1][C:2]1[CH:11]=[CH:10][C:9]2[C:4](=[CH:5][CH:6]=[CH:7][C:8]=2[C:12]([F:15])([F:14])[F:13])[N:3]=1.[Br:16]N1C(=O)CCC1=O.N(C(C)(C)C#N)=NC(C)(C)C#N. (4) The reactants are: CN(C)[CH:3]=[CH:4][C:5]([C:7]1[N:11]([CH2:12][CH3:13])[C:10]([CH3:14])=[N:9][CH:8]=1)=O.C(=O)(O)O.[C:20]1([NH:26][C:27]([NH2:29])=[NH:28])[CH:25]=[CH:24][CH:23]=[CH:22][CH:21]=1.C[O-].[Na+].O. Given the product [NH:26]([C:27]1[N:29]=[C:5]([C:7]2[N:11]([CH2:12][CH3:13])[C:10]([CH3:14])=[N:9][CH:8]=2)[CH:4]=[CH:3][N:28]=1)[C:20]1[CH:25]=[CH:24][CH:23]=[CH:22][CH:21]=1, predict the reactants needed to synthesize it. (5) Given the product [CH3:1][O:2][C:3]1[CH:4]=[CH:5][C:6]2[CH2:9][CH2:10][C:11]3[CH:19]=[CH:18][CH:17]=[CH:16][C:12]=3[C:13](=[O:15])[C:7]=2[CH:8]=1, predict the reactants needed to synthesize it. The reactants are: [CH3:1][O:2][C:3]1[CH:8]=[CH:7][C:6]([CH2:9][CH2:10][C:11]2[CH:19]=[CH:18][CH:17]=[CH:16][C:12]=2[C:13]([OH:15])=O)=[CH:5][CH:4]=1.FC(F)(F)C(OC(=O)C(F)(F)F)=O. (6) Given the product [NH2:33][C:34]1[S:38][C:37]([C:39]2[C:44]([F:45])=[CH:43][CH:42]=[CH:41][C:40]=2[F:46])=[N:36][C:35]=1[C:47]([NH:22][C:21]1[CH:20]=[N:19][N:18]([CH3:25])[C:17]=1[C@H:5]1[CH2:6][CH2:7][CH:8]([NH2:10])[CH2:9][C@@H:3]([CH2:1][CH3:2])[O:4]1)=[O:48], predict the reactants needed to synthesize it. The reactants are: [CH2:1]([CH:3]1[CH2:9][CH:8]([NH:10]S(C(C)(C)C)=O)[CH2:7][CH2:6][CH:5]([C:17]2[N:18]([CH3:25])[N:19]=[CH:20][C:21]=2[N+:22]([O-])=O)[O:4]1)[CH3:2].C(OC([NH:33][C:34]1[S:38][C:37]([C:39]2[C:44]([F:45])=[CH:43][CH:42]=[CH:41][C:40]=2[F:46])=[N:36][C:35]=1[C:47](O)=[O:48])=O)(C)(C)C.CCN(C(C)C)C(C)C.CCCP(=O)=O.Cl.O1CCOCC1. (7) Given the product [S-2:1].[Na+:2].[Na+:2].[S:1]1[CH:9]=[CH:8][CH:7]=[C:6]1[CH2:13][CH2:12][CH2:11][CH2:10][CH2:9][CH2:8][CH2:7][C:6]([O-:14])=[O:16].[Na+:2].[Cl-:15].[Na+:2], predict the reactants needed to synthesize it. The reactants are: [S-2:1].[Na+:2].[Na+].[SH-].[Na+].[C:6]([Cl:15])(=[O:14])[CH2:7][CH2:8][CH2:9][CH2:10][CH2:11][CH2:12][CH3:13].[OH2:16]. (8) The reactants are: [CH3:1][C:2]1[CH:7]=[C:6]([C:8]2[O:12][N:11]=[C:10]([C:13]3C=CC(CO)=NC=3)[N:9]=2)[CH:5]=[CH:4][C:3]=1[C:21]1[CH:26]=[CH:25][CH:24]=[CH:23][C:22]=1[C:27]([F:30])([F:29])[F:28].CC[N:33]([CH:37]([CH3:39])[CH3:38])[CH:34]([CH3:36])C.CS([Cl:44])(=O)=O.O. Given the product [Cl:44][CH2:39][C:37]1[CH:38]=[C:13]([C:10]2[N:9]=[C:8]([C:6]3[CH:5]=[CH:4][C:3]([C:21]4[CH:26]=[CH:25][CH:24]=[CH:23][C:22]=4[C:27]([F:30])([F:29])[F:28])=[C:2]([CH3:1])[CH:7]=3)[O:12][N:11]=2)[CH:36]=[CH:34][N:33]=1, predict the reactants needed to synthesize it.